Dataset: Reaction yield outcomes from USPTO patents with 853,638 reactions. Task: Predict the reaction yield, written as a fraction of the theoretical maximum amount of product (1.0 means a 100% yield; for example, 0.34 means a 34% yield). (1) The reactants are [CH2:1]([O:3][C:4](=[O:9])[C:5]([OH:8])([CH3:7])[CH3:6])[CH3:2].[H-].[Na+].[CH2:12](Br)[CH:13]=[CH2:14].[Cl-].[NH4+]. The catalyst is CN(C)C=O.C(OCC)C. The product is [CH2:1]([O:3][C:4](=[O:9])[C:5]([O:8][CH2:14][CH:13]=[CH2:12])([CH3:7])[CH3:6])[CH3:2]. The yield is 0.670. (2) The reactants are FC1C=C(C=CC=1)COC1C=CC(C=O)=CC=1.[F:18][C:19]1[CH:20]=[C:21]([CH:37]=[CH:38][CH:39]=1)[CH2:22][O:23][C:24]1[CH:36]=[CH:35][C:27]([CH2:28][NH:29][C@@H:30]([CH3:34])[C:31]([NH2:33])=[O:32])=[CH:26][CH:25]=1.[CH3:40][S:41]([O-:44])(=[O:43])=[O:42]. No catalyst specified. The product is [CH3:40][S:41]([OH:44])(=[O:43])=[O:42].[F:18][C:19]1[CH:20]=[C:21]([CH:37]=[CH:38][CH:39]=1)[CH2:22][O:23][C:24]1[CH:25]=[CH:26][C:27]([CH2:28][NH:29][C@@H:30]([CH3:34])[C:31]([NH2:33])=[O:32])=[CH:35][CH:36]=1. The yield is 0.870. (3) The reactants are [Si]([O:8][CH2:9][CH2:10][C:11]1([C:23]2[CH:28]=[CH:27][CH:26]=[CH:25][CH:24]=2)[O:16][CH2:15][N:14]([C:17](=[O:22])[C:18]([CH3:21])([CH3:20])[CH3:19])[CH2:13][CH2:12]1)(C(C)(C)C)(C)C.[F-].C([N+](CCCC)(CCCC)CCCC)CCC.C1COCC1.C([O-])(O)=O.[Na+]. No catalyst specified. The product is [CH3:19][C:18]([CH3:21])([CH3:20])[C:17]([N:14]1[CH2:13][CH2:12][C:11]([CH2:10][CH2:9][OH:8])([C:23]2[CH:28]=[CH:27][CH:26]=[CH:25][CH:24]=2)[O:16][CH2:15]1)=[O:22]. The yield is 1.00.